This data is from Forward reaction prediction with 1.9M reactions from USPTO patents (1976-2016). The task is: Predict the product of the given reaction. (1) The product is: [Cl:19][C:6]1[CH:5]=[C:4]([NH:20][S:30]([C:27]2[CH:26]=[CH:25][C:24]([O:23][C:22]([F:21])([F:34])[F:35])=[CH:29][CH:28]=2)(=[O:32])=[O:31])[CH:3]=[C:2]([Cl:1])[C:7]=1[O:8][C:9]1[S:10][C:11]2[CH:17]=[C:16]([Cl:18])[CH:15]=[CH:14][C:12]=2[N:13]=1. Given the reactants [Cl:1][C:2]1[CH:3]=[C:4]([NH2:20])[CH:5]=[C:6]([Cl:19])[C:7]=1[O:8][C:9]1[S:10][C:11]2[CH:17]=[C:16]([Cl:18])[CH:15]=[CH:14][C:12]=2[N:13]=1.[F:21][C:22]([F:35])([F:34])[O:23][C:24]1[CH:29]=[CH:28][C:27]([S:30](Cl)(=[O:32])=[O:31])=[CH:26][CH:25]=1, predict the reaction product. (2) Given the reactants [N+:1]([CH:4]=[CH:5][C:6]1[C:15]2[O:14][CH2:13][CH2:12][O:11][C:10]=2[CH:9]=[CH:8][CH:7]=1)([O-])=O.[H-].[Al+3].[Li+].[H-].[H-].[H-], predict the reaction product. The product is: [O:11]1[C:10]2[CH:9]=[CH:8][CH:7]=[C:6]([CH2:5][CH2:4][NH2:1])[C:15]=2[O:14][CH2:13][CH2:12]1. (3) Given the reactants Br[C:2]1[S:3][CH:4]=[CH:5][C:6]=1[C:7]([O:9]C)=O.Cl.N[C:13]1[C:18]([C:19]#[N:20])=[CH:17][CH:16]=[CH:15][C:14]=1B(O)O.C([O-])(=O)C.[Na+].O.C[N:31](C=O)C, predict the reaction product. The product is: [O:9]=[C:7]1[C:6]2[CH:5]=[CH:4][S:3][C:2]=2[C:15]2[CH:16]=[CH:17][C:18]([C:19]#[N:20])=[CH:13][C:14]=2[NH:31]1. (4) Given the reactants Br[C:2]1[CH:9]=[CH:8][C:7]([F:10])=[CH:6][C:3]=1[C:4]#[N:5].[CH2:11]([S-:13])[CH3:12].[Na+].C(N(CC)C(C)C)(C)C.Cl, predict the reaction product. The product is: [CH2:11]([S:13][C:2]1[CH:9]=[CH:8][C:7]([F:10])=[CH:6][C:3]=1[C:4]#[N:5])[CH3:12]. (5) Given the reactants Br[C:2]1[N:3]=[C:4]([C@@H:12]2[CH2:16][CH2:15][CH2:14][N:13]2[C:17](=[O:20])[CH:18]=[CH2:19])[N:5]2[CH:10]=[CH:9][N:8]=[C:7]([CH3:11])[C:6]=12.[CH3:21][C:22]1[CH:27]=[CH:26][N:25]=[C:24]([NH:28][C:29](=[O:45])[C:30]2[CH:35]=[CH:34][C:33](B3OC(C)(C)C(C)(C)O3)=[CH:32][CH:31]=2)[CH:23]=1, predict the reaction product. The product is: [C:17]([N:13]1[CH2:14][CH2:15][CH2:16][C@H:12]1[C:4]1[N:5]2[CH:10]=[CH:9][N:8]=[C:7]([CH3:11])[C:6]2=[C:2]([C:33]2[CH:34]=[CH:35][C:30]([C:29]([NH:28][C:24]3[CH:23]=[C:22]([CH3:21])[CH:27]=[CH:26][N:25]=3)=[O:45])=[CH:31][CH:32]=2)[N:3]=1)(=[O:20])[CH:18]=[CH2:19]. (6) Given the reactants Cl.[C:2]1([CH3:10])[CH:7]=[CH:6][CH:5]=[C:4]([NH:8]N)[CH:3]=1.[C:11]([OH:18])(=[O:17])[CH2:12][CH2:13][C:14]([CH3:16])=O.S(=O)(=O)(O)O, predict the reaction product. The product is: [CH3:16][C:14]1[NH:8][C:4]2[C:5]([C:13]=1[CH2:12][C:11]([OH:18])=[O:17])=[CH:6][CH:7]=[C:2]([CH3:10])[CH:3]=2. (7) Given the reactants [N+:1]([C:4]1[CH:5]=[C:6]([NH:17][C:18]2[C:27]3[C:22](=[CH:23][CH:24]=[CH:25][CH:26]=3)[N:21]=[C:20]([C:28]([O:30]CC)=O)[N:19]=2)[CH:7]=[C:8]([O:10][C:11]2[CH:16]=[CH:15][CH:14]=[CH:13][CH:12]=2)[CH:9]=1)([O-:3])=[O:2].[NH3:33], predict the reaction product. The product is: [N+:1]([C:4]1[CH:5]=[C:6]([NH:17][C:18]2[C:27]3[C:22](=[CH:23][CH:24]=[CH:25][CH:26]=3)[N:21]=[C:20]([C:28]([NH2:33])=[O:30])[N:19]=2)[CH:7]=[C:8]([O:10][C:11]2[CH:12]=[CH:13][CH:14]=[CH:15][CH:16]=2)[CH:9]=1)([O-:3])=[O:2]. (8) Given the reactants N([O-])=O.[Na+].N[C@@H:6]([C:13]([OH:15])=[O:14])[CH2:7][C:8]1[N:12]=[CH:11][NH:10][CH:9]=1.[OH-].[NH4+].[ClH:18], predict the reaction product. The product is: [Cl:18][C@H:6]([CH2:7][C:8]1[N:12]=[CH:11][NH:10][CH:9]=1)[C:13]([OH:15])=[O:14].